The task is: Predict the reaction yield, written as a fraction of the theoretical maximum amount of product (1.0 means a 100% yield; for example, 0.34 means a 34% yield).. This data is from Reaction yield outcomes from USPTO patents with 853,638 reactions. (1) The reactants are [H-].[Na+].Cl[C:4]1[CH:5]=[C:6]([CH:10]=[C:11]([Cl:13])[N:12]=1)[C:7]([OH:9])=[O:8].[CH2:14]([OH:21])[C:15]1[CH:20]=[CH:19][CH:18]=[CH:17][CH:16]=1.I[CH2:23]I.[Cl-].[Na+]. The catalyst is CN(C=O)C. The product is [CH3:23][O:9][C:7](=[O:8])[C:6]1[CH:10]=[C:11]([Cl:13])[N:12]=[C:4]([O:21][CH2:14][C:15]2[CH:20]=[CH:19][CH:18]=[CH:17][CH:16]=2)[CH:5]=1. The yield is 0.790. (2) The reactants are [S:1]1[CH:5]=[CH:4][C:3](B(O)O)=[CH:2]1.[Cl:9][C:10]1[N:15]=[C:14](Cl)[CH:13]=[CH:12][N:11]=1.C([O-])([O-])=O.[Na+].[Na+]. The catalyst is C(#N)C.C1C=CC([P]([Pd]([P](C2C=CC=CC=2)(C2C=CC=CC=2)C2C=CC=CC=2)([P](C2C=CC=CC=2)(C2C=CC=CC=2)C2C=CC=CC=2)[P](C2C=CC=CC=2)(C2C=CC=CC=2)C2C=CC=CC=2)(C2C=CC=CC=2)C2C=CC=CC=2)=CC=1. The product is [Cl:9][C:10]1[N:15]=[C:14]([C:3]2[CH:4]=[CH:5][S:1][CH:2]=2)[CH:13]=[CH:12][N:11]=1. The yield is 0.880. (3) The reactants are [F:1][C:2]1[CH:11]=[C:10]2[C:5]([N:6]=[CH:7][C:8](=[O:30])[N:9]2[CH2:12][CH2:13][N:14]2[CH2:19][CH2:18][CH:17]([OH:20])[CH:16]([CH2:21][NH:22][C:23](=[O:29])[O:24][C:25]([CH3:28])([CH3:27])[CH3:26])[CH2:15]2)=[CH:4][CH:3]=1.CC(OI1(OC(C)=O)(OC(C)=O)OC(=O)C2C=CC=CC1=2)=O.S([O-])([O-])=O.[Na+].[Na+].C(=O)(O)[O-].[Na+]. The catalyst is ClCCl. The product is [F:1][C:2]1[CH:11]=[C:10]2[C:5]([N:6]=[CH:7][C:8](=[O:30])[N:9]2[CH2:12][CH2:13][N:14]2[CH2:19][CH2:18][C:17](=[O:20])[CH:16]([CH2:21][NH:22][C:23](=[O:29])[O:24][C:25]([CH3:26])([CH3:27])[CH3:28])[CH2:15]2)=[CH:4][CH:3]=1. The yield is 0.680. (4) The reactants are [CH2:1]1[C:9]2[C:4](=[CH:5][CH:6]=[CH:7][CH:8]=2)[CH2:3][NH:2]1.[BH-](OC(C)=O)(OC(C)=O)OC(C)=O.[Na+].[CH:24]([C:26]1[CH:31]=[CH:30][C:29]([C:32]2[CH:36]=[C:35]([C:37]([NH2:39])=[O:38])[O:34][N:33]=2)=[CH:28][CH:27]=1)=O.C([O-])([O-])=O.[Na+].[Na+]. The catalyst is ClC(Cl)C.CC(O)=O. The product is [NH:2]1[C:1]2[C:9](=[CH:8][CH:7]=[CH:6][CH:5]=2)[CH2:4][CH:3]1[CH2:24][C:26]1[CH:27]=[CH:28][C:29]([C:32]2[CH:36]=[C:35]([C:37]([NH2:39])=[O:38])[O:34][N:33]=2)=[CH:30][CH:31]=1. The yield is 0.320. (5) The reactants are C(OC(=O)[CH:5]([C:17]#[N:18])[C:6]1[CH:11]=[CH:10][C:9]([O:12][CH3:13])=[CH:8][C:7]=1[N+:14]([O-:16])=[O:15])C.C(=O)([O-])[O-].[Na+].[Na+]. The catalyst is C(OCC)(=O)C. The product is [CH3:13][O:12][C:9]1[CH:10]=[CH:11][C:6]([CH2:5][C:17]#[N:18])=[C:7]([N+:14]([O-:16])=[O:15])[CH:8]=1. The yield is 0.370. (6) The reactants are Cl[C:2]1[C:3]2[CH2:11][CH2:10][N:9]([C:12]3[C:17]([Cl:18])=[CH:16][CH:15]=[CH:14][N:13]=3)[CH2:8][C:4]=2[N:5]=[CH:6][N:7]=1.[NH2:19][C:20]1[CH:25]=[CH:24][C:23]([C:26]([CH3:30])([CH3:29])[C:27]#[N:28])=[CH:22][CH:21]=1. The catalyst is C(#N)C. The product is [Cl:18][C:17]1[C:12]([N:9]2[CH2:10][CH2:11][C:3]3[C:2]([NH:19][C:20]4[CH:21]=[CH:22][C:23]([C:26]([CH3:30])([CH3:29])[C:27]#[N:28])=[CH:24][CH:25]=4)=[N:7][CH:6]=[N:5][C:4]=3[CH2:8]2)=[N:13][CH:14]=[CH:15][CH:16]=1. The yield is 0.580. (7) The reactants are [NH2:1][C:2]1C=[CH:6][CH:5]=[CH:4][N:3]=1.[Cl:8][CH2:9][C:10]([CH2:12]Cl)=O.[N:14]#N. The catalyst is COCCOC. The product is [Cl:8][CH2:9][C:10]1[N:1]=[C:2]2[N:14]=[CH:6][CH:5]=[CH:4][N:3]2[CH:12]=1. The yield is 0.140.